The task is: Predict the product of the given reaction.. This data is from Forward reaction prediction with 1.9M reactions from USPTO patents (1976-2016). (1) The product is: [C:8]1([S:14]([NH:1][C@@H:2]([CH2:3][OH:4])[C:5]([OH:7])=[O:6])(=[O:16])=[O:15])[CH:13]=[CH:12][CH:11]=[CH:10][CH:9]=1. Given the reactants [NH2:1][C@H:2]([C:5]([OH:7])=[O:6])[CH2:3][OH:4].[C:8]1([S:14](Cl)(=[O:16])=[O:15])[CH:13]=[CH:12][CH:11]=[CH:10][CH:9]=1, predict the reaction product. (2) Given the reactants [CH3:1][O:2][C:3]1[CH:4]=[C:5]([CH2:11][NH2:12])[CH:6]=[CH:7][C:8]=1[O:9][CH3:10].Cl[S:14]([C:17]1[CH:26]=[CH:25][C:20]([C:21]([O:23]C)=[O:22])=[CH:19][CH:18]=1)(=[O:16])=[O:15].[CH3:27][O:28][C:29]1[CH:36]=[CH:35][C:32]([CH2:33]Br)=[CH:31][CH:30]=1, predict the reaction product. The product is: [CH3:1][O:2][C:3]1[CH:4]=[C:5]([CH:6]=[CH:7][C:8]=1[O:9][CH3:10])[CH2:11][N:12]([CH2:33][C:32]1[CH:35]=[CH:36][C:29]([O:28][CH3:27])=[CH:30][CH:31]=1)[S:14]([C:17]1[CH:26]=[CH:25][C:20]([C:21]([OH:23])=[O:22])=[CH:19][CH:18]=1)(=[O:16])=[O:15]. (3) Given the reactants [C:1]([O:5][C:6]([N:8]1[CH2:13][CH2:12][CH:11]([N:14]=[C:15]=[S:16])[CH2:10][CH2:9]1)=[O:7])([CH3:4])([CH3:3])[CH3:2].[N:17]#[C:18][NH2:19].CC(C)([O-])C.[K+].Br[CH2:27][C:28]([C:30]1[CH:35]=[CH:34][CH:33]=[C:32]([F:36])[CH:31]=1)=[O:29], predict the reaction product. The product is: [C:1]([O:5][C:6]([N:8]1[CH2:9][CH2:10][CH:11]([NH:14][C:15]2[S:16][C:27]([C:28](=[O:29])[C:30]3[CH:35]=[CH:34][CH:33]=[C:32]([F:36])[CH:31]=3)=[C:18]([NH2:19])[N:17]=2)[CH2:12][CH2:13]1)=[O:7])([CH3:4])([CH3:2])[CH3:3]. (4) The product is: [Cl:6][C:7]1[CH:12]=[CH:11][CH:10]=[C:9]([Cl:13])[C:8]=1[C:14](=[O:23])[C:15](=[N:2][OH:4])[C:16](=[O:22])[C:17]([O:19][CH2:20][CH3:21])=[O:18]. Given the reactants Cl.[N:2]([O-:4])=O.[Na+].[Cl:6][C:7]1[CH:12]=[CH:11][CH:10]=[C:9]([Cl:13])[C:8]=1[C:14](=[O:23])[CH2:15][C:16](=[O:22])[C:17]([O:19][CH2:20][CH3:21])=[O:18], predict the reaction product. (5) Given the reactants [Br:1][C:2]1[CH:7]=[CH:6][C:5]([C:8]([NH:10][CH2:11][C@@H:12]2[CH2:16][CH2:15][N:14]([C:17]([O:19][C:20]([CH3:23])([CH3:22])[CH3:21])=[O:18])[CH2:13]2)=O)=[CH:4][CH:3]=1.C1C=CC(P(C2C=CC=CC=2)C2C=CC=CC=2)=CC=1.CC(OC(/N=N/C(OC(C)C)=O)=O)C.[Si]([N:61]=[N+:62]=[N-:63])(C)(C)C, predict the reaction product. The product is: [Br:1][C:2]1[CH:7]=[CH:6][C:5]([C:8]2[N:10]([CH2:11][C@@H:12]3[CH2:16][CH2:15][N:14]([C:17]([O:19][C:20]([CH3:23])([CH3:22])[CH3:21])=[O:18])[CH2:13]3)[N:63]=[N:62][N:61]=2)=[CH:4][CH:3]=1.